Dataset: Blood-brain barrier permeability classification from the B3DB database. Task: Regression/Classification. Given a drug SMILES string, predict its absorption, distribution, metabolism, or excretion properties. Task type varies by dataset: regression for continuous measurements (e.g., permeability, clearance, half-life) or binary classification for categorical outcomes (e.g., BBB penetration, CYP inhibition). Dataset: b3db_classification. (1) The compound is CC(C)C[C@H]1C(=O)N2CCC[C@@H]2[C@]2(O)O[C@](NC(=O)[C@@H]3C=C4c5cccc6[nH]c(Br)c(c56)C[C@H]4N(C)C3)(C(C)C)C(=O)N12. The result is 0 (does not penetrate BBB). (2) The compound is CCOC(=O)C1=C[C@H](OC(CC)CC)[C@H](NC(C)=O)[C@@H](N)C1. The result is 1 (penetrates BBB).